Task: Predict the product of the given reaction.. Dataset: Forward reaction prediction with 1.9M reactions from USPTO patents (1976-2016) (1) Given the reactants Br[CH2:2][C:3]1[CH:10]=[C:9]([Cl:11])[CH:8]=[C:7]([Cl:12])[C:4]=1[C:5]#[N:6].[CH3:13][C:14]([O-:16])=[O:15].[Na+], predict the reaction product. The product is: [C:14]([O:16][CH2:2][C:3]1[CH:10]=[C:9]([Cl:11])[CH:8]=[C:7]([Cl:12])[C:4]=1[C:5]#[N:6])(=[O:15])[CH3:13]. (2) Given the reactants [CH3:1][C:2]1[O:6][C:5]([C:7]2[CH:12]=[CH:11][CH:10]=[CH:9][CH:8]=2)=[N:4][C:3]=1[CH2:13][O:14][C:15]1[CH:23]=[CH:22][C:18]([CH2:19][O:20][NH2:21])=[CH:17][CH:16]=1.O=[C:25]([C:36]1[CH:41]=[CH:40][CH:39]=[CH:38][CH:37]=1)[CH2:26][CH2:27][CH2:28][CH2:29][CH2:30][C:31]([O:33][CH2:34][CH3:35])=[O:32].C(O)(=O)C.C([O-])(=O)C.[Na+], predict the reaction product. The product is: [CH3:1][C:2]1[O:6][C:5]([C:7]2[CH:8]=[CH:9][CH:10]=[CH:11][CH:12]=2)=[N:4][C:3]=1[CH2:13][O:14][C:15]1[CH:16]=[CH:17][C:18]([CH2:19][O:20]/[N:21]=[C:25](/[C:36]2[CH:37]=[CH:38][CH:39]=[CH:40][CH:41]=2)\[CH2:26][CH2:27][CH2:28][CH2:29][CH2:30][C:31]([O:33][CH2:34][CH3:35])=[O:32])=[CH:22][CH:23]=1.